From a dataset of Full USPTO retrosynthesis dataset with 1.9M reactions from patents (1976-2016). Predict the reactants needed to synthesize the given product. Given the product [NH2:21][C:17]1[NH:18][C:19](=[O:20])[C:14]([CH2:13][CH2:12][CH2:11][CH:10]([C:7]2[CH:8]=[CH:9][C:4]([C:3]([OH:2])=[O:32])=[CH:5][CH:6]=2)[C:23](=[O:34])[C:24]([F:27])([F:26])[F:25])=[C:15]([NH2:22])[N:16]=1, predict the reactants needed to synthesize it. The reactants are: C[O:2][C:3](=[O:32])[C:4]1[CH:9]=[CH:8][C:7]([CH:10]([C:23](=NN(C)C)[C:24]([F:27])([F:26])[F:25])[CH2:11][CH2:12][CH2:13][C:14]2[C:19](=[O:20])[NH:18][C:17]([NH2:21])=[N:16][C:15]=2[NH2:22])=[CH:6][CH:5]=1.C[OH:34].O.